From a dataset of Forward reaction prediction with 1.9M reactions from USPTO patents (1976-2016). Predict the product of the given reaction. (1) Given the reactants [Cl:1][C:2]1[N:7]=[C:6]([C:8]([OH:10])=O)[C:5]([F:11])=[CH:4][CH:3]=1.[NH2:12][C:13]1[S:14][C:15]([S:18][C:19]([CH3:26])([CH3:25])[C:20]([O:22][CH2:23][CH3:24])=[O:21])=[CH:16][N:17]=1.C1C=CC2N(O)N=NC=2C=1.CCN=C=NCCCN(C)C, predict the reaction product. The product is: [Cl:1][C:2]1[N:7]=[C:6]([C:8]([NH:12][C:13]2[S:14][C:15]([S:18][C:19]([CH3:25])([CH3:26])[C:20]([O:22][CH2:23][CH3:24])=[O:21])=[CH:16][N:17]=2)=[O:10])[C:5]([F:11])=[CH:4][CH:3]=1. (2) Given the reactants [C:1]([C:3]1[CH:8]=[CH:7][C:6]([CH:9](C2C(=O)CC(C(F)(F)F)CC=2O)[NH:10][C:11]([NH:13][C:14]2[CH:19]=[CH:18][CH:17]=[C:16]([C:20]([F:23])([F:22])[F:21])[CH:15]=2)=[O:12])=[CH:5][CH:4]=1)#[N:2].[F:36][C:37]([F:53])([F:52])[C:38]1[CH:43]=[CH:42][C:41]([CH:44]2[CH2:49][C:48](=[O:50])[CH2:47][C:46](=[O:51])[CH2:45]2)=[CH:40][CH:39]=1, predict the reaction product. The product is: [C:1]([C:3]1[CH:8]=[CH:7][C:6]([CH:9]([C:47]2[C:46](=[O:51])[CH2:45][CH:44]([C:41]3[CH:40]=[CH:39][C:38]([C:37]([F:52])([F:53])[F:36])=[CH:43][CH:42]=3)[CH2:49][C:48]=2[OH:50])[NH:10][C:11]([NH:13][C:14]2[CH:19]=[CH:18][CH:17]=[C:16]([C:20]([F:21])([F:23])[F:22])[CH:15]=2)=[O:12])=[CH:5][CH:4]=1)#[N:2]. (3) The product is: [Cl:18][CH2:17][CH2:16][CH2:15][N:4]1[CH2:5][CH2:6][N:1]([C:7]([O:9][C:10]([CH3:13])([CH3:12])[CH3:11])=[O:8])[CH2:2][CH2:3]1. Given the reactants [N:1]1([C:7]([O:9][C:10]([CH3:13])([CH3:12])[CH3:11])=[O:8])[CH2:6][CH2:5][NH:4][CH2:3][CH2:2]1.Br[CH2:15][CH2:16][CH2:17][Cl:18].C(=O)([O-])[O-].[K+].[K+].[I-].[Na+], predict the reaction product. (4) Given the reactants C(OC(NC(=C[C:14]1[CH:15]=[C:16]2[C:21](=[CH:22][CH:23]=1)[N:20]=[C:19]([C:24]1[C:29]([Cl:30])=[CH:28][CH:27]=[CH:26][C:25]=1[Cl:31])[CH:18]=[CH:17]2)C([O-])=O)=O)(C)(C)C.F[C:33](F)(F)[C:34]([OH:36])=O.[C:39]([O-:42])(O)=[O:40].[Na+].[CH2:44](Cl)Cl, predict the reaction product. The product is: [Cl:30][C:29]1[CH:28]=[CH:27][CH:26]=[C:25]([Cl:31])[C:24]=1[C:19]1[CH:18]=[CH:17][C:16]2[C:21](=[CH:22][CH:23]=[C:14]([CH:33]=[C:34]([OH:36])[C:39]([O:42][CH3:44])=[O:40])[CH:15]=2)[N:20]=1. (5) Given the reactants [Br:1][CH2:2][C@@H:3]([C:5]1[CH:10]=[CH:9][C:8]([O:11][CH2:12][C:13]2[CH:18]=[CH:17][CH:16]=[CH:15][CH:14]=2)=[C:7]([NH:19][CH:20]=[O:21])[CH:6]=1)[OH:4].N1C=CN=C1.[Si:27](Cl)([C:30]([CH3:33])([CH3:32])[CH3:31])([CH3:29])[CH3:28], predict the reaction product. The product is: [Br:1][CH2:2][C@H:3]([O:4][Si:27]([C:30]([CH3:33])([CH3:32])[CH3:31])([CH3:29])[CH3:28])[C:5]1[CH:10]=[CH:9][C:8]([O:11][CH2:12][C:13]2[CH:14]=[CH:15][CH:16]=[CH:17][CH:18]=2)=[C:7]([NH:19][CH:20]=[O:21])[CH:6]=1.